Dataset: Full USPTO retrosynthesis dataset with 1.9M reactions from patents (1976-2016). Task: Predict the reactants needed to synthesize the given product. (1) The reactants are: [ClH:1].O1CCOCC1.[CH2:8]([N:15]1[CH2:20][CH2:19][CH2:18][CH:17]([NH:21]C(=O)OC(C)(C)C)[CH2:16]1)[C:9]1[CH:14]=[CH:13][CH:12]=[CH:11][CH:10]=1. Given the product [ClH:1].[ClH:1].[CH2:8]([N:15]1[CH2:20][CH2:19][CH2:18][CH:17]([NH2:21])[CH2:16]1)[C:9]1[CH:10]=[CH:11][CH:12]=[CH:13][CH:14]=1, predict the reactants needed to synthesize it. (2) Given the product [O:1]=[C:2]1[N:8]([CH2:24][O:23][CH2:22][CH2:21][Si:20]([CH3:27])([CH3:26])[CH3:19])[C:7]2[C:9]([C:13]([O:15][CH3:16])=[O:14])=[CH:10][CH:11]=[CH:12][C:6]=2[CH2:5][CH2:4][CH2:3]1, predict the reactants needed to synthesize it. The reactants are: [O:1]=[C:2]1[NH:8][C:7]2[C:9]([C:13]([O:15][CH3:16])=[O:14])=[CH:10][CH:11]=[CH:12][C:6]=2[CH2:5][CH2:4][CH2:3]1.[H-].[Na+].[CH3:19][Si:20]([CH3:27])([CH3:26])[CH2:21][CH2:22][O:23][CH2:24]Cl.C(=O)([O-])O.[Na+]. (3) Given the product [CH2:11]([O:13][C:14](=[O:27])[C@@H:15]([O:24][CH2:25][CH3:26])[CH2:16][C:17]1[CH:22]=[CH:21][C:20]([O:9][C@H:7]([C:6]([O:5][C:1]([CH3:4])([CH3:3])[CH3:2])=[O:10])[CH3:8])=[CH:19][CH:18]=1)[CH3:12], predict the reactants needed to synthesize it. The reactants are: [C:1]([O:5][C:6](=[O:10])[C@H:7]([OH:9])[CH3:8])([CH3:4])([CH3:3])[CH3:2].[CH2:11]([O:13][C:14](=[O:27])[C@@H:15]([O:24][CH2:25][CH3:26])[CH2:16][C:17]1[CH:22]=[CH:21][C:20](O)=[CH:19][CH:18]=1)[CH3:12].C1(P(C2C=CC=CC=2)C2C=CC=CC=2)C=CC=CC=1.N(C(OC(C)C)=O)=NC(OC(C)C)=O. (4) Given the product [CH:1]1([CH2:4][O:5][C:6]2[CH:11]=[C:10]([CH2:12][OH:13])[CH:9]=[C:8]([O:14][CH2:16][CH2:17][O:18][CH3:19])[CH:7]=2)[CH2:2][CH2:3]1, predict the reactants needed to synthesize it. The reactants are: [CH:1]1([CH2:4][O:5][C:6]2[CH:7]=[C:8]([OH:14])[CH:9]=[C:10]([CH2:12][OH:13])[CH:11]=2)[CH2:3][CH2:2]1.Br[CH2:16][CH2:17][O:18][CH3:19].C1OCCOCCOCCOCCOCCOC1.